Task: Predict the reaction yield, written as a fraction of the theoretical maximum amount of product (1.0 means a 100% yield; for example, 0.34 means a 34% yield).. Dataset: Reaction yield outcomes from USPTO patents with 853,638 reactions (1) The reactants are Cl[CH2:2][C:3]1[CH:8]=[CH:7][CH:6]=[C:5]([S:9][CH2:10][CH:11]2[CH2:13][CH2:12]2)[N:4]=1.C([O:16][C:17](=[O:28])[CH2:18][CH2:19][C:20]1[CH:25]=[CH:24][C:23]([OH:26])=[C:22]([F:27])[CH:21]=1)C. No catalyst specified. The product is [CH:11]1([CH2:10][S:9][C:5]2[N:4]=[C:3]([CH2:2][O:26][C:23]3[CH:24]=[CH:25][C:20]([CH2:19][CH2:18][C:17]([OH:28])=[O:16])=[CH:21][C:22]=3[F:27])[CH:8]=[CH:7][CH:6]=2)[CH2:13][CH2:12]1. The yield is 0.860. (2) The reactants are Br[C:2]1[CH:3]=[C:4]([C:9]2([C:19]3[CH:24]=[CH:23][C:22]([O:25][CH3:26])=[C:21]([CH3:27])[CH:20]=3)[C:17]3[C:12](=[CH:13][CH:14]=[CH:15][CH:16]=3)[C:11]([NH2:18])=[N:10]2)[CH:5]=[CH:6][C:7]=1[F:8].[N:28]1[CH:33]=[C:32](B(O)O)[CH:31]=[N:30][CH:29]=1. No catalyst specified. The product is [F:8][C:7]1[CH:6]=[CH:5][C:4]([C:9]2([C:19]3[CH:24]=[CH:23][C:22]([O:25][CH3:26])=[C:21]([CH3:27])[CH:20]=3)[C:17]3[C:12](=[CH:13][CH:14]=[CH:15][CH:16]=3)[C:11]([NH2:18])=[N:10]2)=[CH:3][C:2]=1[C:32]1[CH:33]=[N:28][CH:29]=[N:30][CH:31]=1. The yield is 0.410.